Dataset: Reaction yield outcomes from USPTO patents with 853,638 reactions. Task: Predict the reaction yield, written as a fraction of the theoretical maximum amount of product (1.0 means a 100% yield; for example, 0.34 means a 34% yield). (1) The reactants are [CH3:1][S:2]([C:5]1[CH:10]=[CH:9][C:8]([CH:11]([CH2:16][CH:17]2[CH2:21][CH2:20][O:19][CH2:18]2)[C:12](=[O:15])[CH:13]=[CH2:14])=[CH:7][CH:6]=1)(=[O:4])=[O:3].[N:22]1[CH:27]=[CH:26][CH:25]=[CH:24][C:23]=1[CH:28]=[O:29].C(N(CC)CC)C. The catalyst is C(O)C.[Cl-].C([N+]1C(C)=C(CCO)SC=1)C1C=CC=CC=1.C(OCC)(=O)C. The product is [CH3:1][S:2]([C:5]1[CH:6]=[CH:7][C:8]([CH:11]([CH2:16][CH:17]2[CH2:21][CH2:20][O:19][CH2:18]2)[C:12](=[O:15])[CH2:13][CH2:14][C:28]([C:23]2[CH:24]=[CH:25][CH:26]=[CH:27][N:22]=2)=[O:29])=[CH:9][CH:10]=1)(=[O:4])=[O:3]. The yield is 0.140. (2) The reactants are [CH2:1]([S:3][C:4]1[NH:9][C:8](=[O:10])[CH:7]=[C:6]([CH3:11])[N:5]=1)[CH3:2].Br[CH2:13][C:14]1[CH:19]=[CH:18][C:17]([C:20]2[C:21]([C:26]#[N:27])=[CH:22][CH:23]=[CH:24][CH:25]=2)=[CH:16][CH:15]=1.C(=O)([O-])[O-].[K+].[K+]. The catalyst is C(#N)C. The product is [CH2:1]([S:3][C:4]1[N:9]([CH2:13][C:14]2[CH:15]=[CH:16][C:17]([C:20]3[C:21]([C:26]#[N:27])=[CH:22][CH:23]=[CH:24][CH:25]=3)=[CH:18][CH:19]=2)[C:8](=[O:10])[CH:7]=[C:6]([CH3:11])[N:5]=1)[CH3:2]. The yield is 0.300. (3) The reactants are [CH2:1]=[C:2]1[CH2:6][CH2:5][C:4]([CH:10]([CH3:12])[CH3:11])([C:7]([OH:9])=O)[CH2:3]1.Cl.[F:14][C:15]([F:29])([F:28])[C:16]1[CH:17]=[C:18]([CH:21]=[C:22]([C:24]([F:27])([F:26])[F:25])[CH:23]=1)[CH2:19]N.C[N:31](C1C=CC=CN=1)C.C(N(C(C)C)CC)(C)C.Cl.CN(C)CCCN=C=NCC. The catalyst is ClCCl. The product is [F:14][C:15]([F:28])([F:29])[C:16]1[CH:17]=[C:18]([CH:21]=[C:22]([C:24]([F:27])([F:25])[F:26])[CH:23]=1)[CH2:19][CH:3]1[C:2](=[CH2:1])[CH2:6][CH2:5][C:4]1([CH:10]([CH3:12])[CH3:11])[C:7]([NH2:31])=[O:9]. The yield is 0.310. (4) The reactants are [F:1][C:2]([F:16])([F:15])[O:3][C:4]1[CH:5]=[C:6]2[C:11](=[C:12]([NH2:14])[CH:13]=1)[N:10]=[CH:9][CH:8]=[CH:7]2.[C:17]([C:19]1[N:24]=[CH:23][C:22]([S:25](Cl)(=[O:27])=[O:26])=[CH:21][CH:20]=1)#[N:18].N1C=CC=CC=1. The catalyst is CN(C1C=CN=CC=1)C.C(Cl)Cl. The product is [F:16][C:2]([F:1])([F:15])[O:3][C:4]1[CH:5]=[C:6]2[C:11](=[C:12]([NH:14][S:25]([C:22]3[CH:23]=[N:24][C:19]([C:17]#[N:18])=[CH:20][CH:21]=3)(=[O:26])=[O:27])[CH:13]=1)[N:10]=[CH:9][CH:8]=[CH:7]2. The yield is 0.350. (5) The reactants are [CH3:1][N:2]1[CH2:7][CH2:6][N:5]([C:8]2[CH:9]=[CH:10][C:11]([NH:14][C:15]3[N:16]=[CH:17][C:18]4[C:24](=O)[CH2:23][CH:22]5[C:26](=[O:35])[NH:27][CH2:28][C:29]6([CH2:34][CH2:33][CH2:32][CH2:31][CH2:30]6)[N:21]5[C:19]=4[N:20]=3)=[N:12][CH:13]=2)[CH2:4][CH2:3]1.[CH2:36]([SH:40])[CH2:37][CH2:38][SH:39].C1(C)C=CC(S(O)(=O)=O)=CC=1. The catalyst is C1(C)C=CC=CC=1. The product is [CH3:1][N:2]1[CH2:3][CH2:4][N:5]([C:8]2[CH:9]=[CH:10][C:11]([NH:14][C:15]3[N:16]=[CH:17][C:18]4[C:24]5([S:40][CH2:36][CH2:37][CH2:38][S:39]5)[CH2:23][CH:22]5[C:26](=[O:35])[NH:27][CH2:28][C:29]6([CH2:34][CH2:33][CH2:32][CH2:31][CH2:30]6)[N:21]5[C:19]=4[N:20]=3)=[N:12][CH:13]=2)[CH2:6][CH2:7]1. The yield is 0.330.